This data is from Forward reaction prediction with 1.9M reactions from USPTO patents (1976-2016). The task is: Predict the product of the given reaction. (1) Given the reactants [Cl-].[Cl-].[Cl-].[Al+3].C([O:9][C:10]1[CH:15]=[CH:14][CH:13]=[CH:12][C:11]=1[Cl:16])(=O)CC.Cl, predict the reaction product. The product is: [Cl:16][C:11]1[C:10]([OH:9])=[C:15]([C:10](=[O:9])[CH2:11][CH3:12])[CH:14]=[CH:13][CH:12]=1. (2) Given the reactants [Br:1][C:2]1[CH:15]=[C:14]2[C:5]([O:6][CH:7]3[CH:12]([C:13]2([CH2:23][C:24]([O:26][CH3:27])=[O:25])[NH:16]S(C(C)(C)C)=O)[CH2:11][CH2:10][C:9]2([O:31][CH2:30][CH2:29][O:28]2)[CH2:8]3)=[CH:4][CH:3]=1.Cl.CCOCC, predict the reaction product. The product is: [NH2:16][C:13]1([CH2:23][C:24]([O:26][CH3:27])=[O:25])[CH:12]2[CH:7]([CH2:8][C:9]3([O:31][CH2:30][CH2:29][O:28]3)[CH2:10][CH2:11]2)[O:6][C:5]2[C:14]1=[CH:15][C:2]([Br:1])=[CH:3][CH:4]=2. (3) Given the reactants [CH2:1]([O:8][C:9]1[C:13]([CH:14]([CH:16]2[CH2:21][CH2:20][CH2:19][CH2:18][CH2:17]2)O)=[CH:12][N:11]([C:22]2[CH:27]=[CH:26][C:25]([O:28][C:29]([F:32])([F:31])[F:30])=[CH:24][CH:23]=2)[N:10]=1)[C:2]1[CH:7]=[CH:6][CH:5]=[CH:4][CH:3]=1.[NH2:33][C:34]1[CH:39]=[CH:38][C:37]([C:40]([NH:42][CH2:43][CH2:44][C:45]([O:47]CC)=[O:46])=[O:41])=[CH:36][CH:35]=1, predict the reaction product. The product is: [CH2:1]([O:8][C:9]1[C:13]([CH:14]([NH:33][C:34]2[CH:35]=[CH:36][C:37]([C:40]([NH:42][CH2:43][CH2:44][C:45]([OH:47])=[O:46])=[O:41])=[CH:38][CH:39]=2)[CH:16]2[CH2:17][CH2:18][CH2:19][CH2:20][CH2:21]2)=[CH:12][N:11]([C:22]2[CH:27]=[CH:26][C:25]([O:28][C:29]([F:31])([F:32])[F:30])=[CH:24][CH:23]=2)[N:10]=1)[C:2]1[CH:3]=[CH:4][CH:5]=[CH:6][CH:7]=1. (4) Given the reactants [C:1]1([CH3:42])[CH:6]=[CH:5][C:4]([S:7]([N:10]2[CH2:21][CH2:20][N:19]([S:22]([C:25]3[CH:30]=[CH:29][C:28]([CH3:31])=[CH:27][CH:26]=3)(=[O:24])=[O:23])[CH2:18][CH2:17][N:16]([S:32]([C:35]3[CH:40]=[CH:39][C:38]([CH3:41])=[CH:37][CH:36]=3)(=[O:34])=[O:33])[CH2:15][CH2:14][NH:13][CH2:12][CH2:11]2)(=[O:9])=[O:8])=[CH:3][CH:2]=1.[CH3:43][C:44]1([CH3:52])[O:51][CH2:50][CH:49]2[CH:47]([O:48]2)[CH2:46][O:45]1, predict the reaction product. The product is: [OH:48][CH:49]1[CH2:50][O:51][C:44]([CH3:52])([CH3:43])[O:45][CH2:46][CH:47]1[N:13]1[CH2:14][CH2:15][N:16]([S:32]([C:35]2[CH:36]=[CH:37][C:38]([CH3:41])=[CH:39][CH:40]=2)(=[O:34])=[O:33])[CH2:17][CH2:18][N:19]([S:22]([C:25]2[CH:26]=[CH:27][C:28]([CH3:31])=[CH:29][CH:30]=2)(=[O:24])=[O:23])[CH2:20][CH2:21][N:10]([S:7]([C:4]2[CH:3]=[CH:2][C:1]([CH3:42])=[CH:6][CH:5]=2)(=[O:9])=[O:8])[CH2:11][CH2:12]1. (5) Given the reactants [CH:1]([C:3]1[CH:8]=[CH:7][C:6]([CH2:9][N:10]2[CH2:15][CH2:14][N:13]([C:16]3[C:21]([C:22]([O:24][CH:25]([CH3:27])[CH3:26])=[O:23])=[CH:20][CH:19]=[CH:18][N:17]=3)[CH2:12][CH2:11]2)=[CH:5][CH:4]=1)=O.[CH2:28]([NH2:35])[C:29]1[CH:34]=[CH:33][CH:32]=[CH:31][CH:30]=1.C(O)(=O)C.C([BH3-])#N.[Na+], predict the reaction product. The product is: [C:29]1([CH2:28][NH:35][CH2:1][C:3]2[CH:8]=[CH:7][C:6]([CH2:9][N:10]3[CH2:15][CH2:14][N:13]([C:16]4[C:21]([C:22]([O:24][CH:25]([CH3:27])[CH3:26])=[O:23])=[CH:20][CH:19]=[CH:18][N:17]=4)[CH2:12][CH2:11]3)=[CH:5][CH:4]=2)[CH:34]=[CH:33][CH:32]=[CH:31][CH:30]=1.